From a dataset of Full USPTO retrosynthesis dataset with 1.9M reactions from patents (1976-2016). Predict the reactants needed to synthesize the given product. (1) Given the product [CH3:1][O:2][C:3]1[C:4]([CH3:26])=[C:5]([C:17]([O:24][CH3:25])=[C:18]([O:22][CH3:23])[C:19]=1[O:20][CH3:21])[CH2:6][C:7]1[CH:15]=[CH:14][C:10]([C:11]([OH:13])=[O:12])=[C:9]([O:16][C:27](=[O:29])[CH3:28])[CH:8]=1, predict the reactants needed to synthesize it. The reactants are: [CH3:1][O:2][C:3]1[C:4]([CH3:26])=[C:5]([C:17]([O:24][CH3:25])=[C:18]([O:22][CH3:23])[C:19]=1[O:20][CH3:21])[CH2:6][C:7]1[CH:15]=[CH:14][C:10]([C:11]([OH:13])=[O:12])=[C:9]([OH:16])[CH:8]=1.[C:27](OC(=O)C)(=[O:29])[CH3:28]. (2) Given the product [Cl:8][C:6]1[N:5]=[CH:4][N:3]=[C:2]([N:9]2[CH2:14][CH2:13][CH:12]([C:15]([O:17][CH2:18][CH3:19])=[O:16])[CH2:11][CH2:10]2)[CH:7]=1, predict the reactants needed to synthesize it. The reactants are: Cl[C:2]1[CH:7]=[C:6]([Cl:8])[N:5]=[CH:4][N:3]=1.[NH:9]1[CH2:14][CH2:13][CH:12]([C:15]([O:17][CH2:18][CH3:19])=[O:16])[CH2:11][CH2:10]1.C([O-])(O)=O.[Na+]. (3) Given the product [CH2:15]([S:14][C:4]1[N:3]=[C:2]([CH2:17][NH2:18])[CH:7]=[C:6]([C:8]2[CH:13]=[CH:12][CH:11]=[CH:10][CH:9]=2)[N:5]=1)[CH3:16], predict the reactants needed to synthesize it. The reactants are: Cl[C:2]1[CH:7]=[C:6]([C:8]2[CH:13]=[CH:12][CH:11]=[CH:10][CH:9]=2)[N:5]=[C:4]([S:14][CH2:15][CH3:16])[N:3]=1.[CH3:17][NH2:18].